From a dataset of NCI-60 drug combinations with 297,098 pairs across 59 cell lines. Regression. Given two drug SMILES strings and cell line genomic features, predict the synergy score measuring deviation from expected non-interaction effect. (1) Drug 1: C1=CC=C(C=C1)NC(=O)CCCCCCC(=O)NO. Drug 2: COC1=C2C(=CC3=C1OC=C3)C=CC(=O)O2. Cell line: SR. Synergy scores: CSS=32.0, Synergy_ZIP=-2.67, Synergy_Bliss=-7.21, Synergy_Loewe=-27.6, Synergy_HSA=-6.62. (2) Cell line: RXF 393. Drug 1: C1=CC(=CC=C1CCC2=CNC3=C2C(=O)NC(=N3)N)C(=O)NC(CCC(=O)O)C(=O)O. Drug 2: CC1=C(C=C(C=C1)NC(=O)C2=CC=C(C=C2)CN3CCN(CC3)C)NC4=NC=CC(=N4)C5=CN=CC=C5. Synergy scores: CSS=12.2, Synergy_ZIP=-3.07, Synergy_Bliss=-1.48, Synergy_Loewe=-5.39, Synergy_HSA=-0.937. (3) Drug 1: CCCCCOC(=O)NC1=NC(=O)N(C=C1F)C2C(C(C(O2)C)O)O. Drug 2: C(CC(=O)O)C(=O)CN.Cl. Cell line: SK-MEL-5. Synergy scores: CSS=3.57, Synergy_ZIP=0.853, Synergy_Bliss=9.41, Synergy_Loewe=3.62, Synergy_HSA=4.90.